This data is from Full USPTO retrosynthesis dataset with 1.9M reactions from patents (1976-2016). The task is: Predict the reactants needed to synthesize the given product. (1) Given the product [O:1]([C:8]1[CH:9]=[CH:10][C:11]([O:12][C:13]2[CH:18]=[CH:17][N:16]=[CH:15][C:14]=2[C:19]2[CH:20]=[C:21]([NH:22][C:28](=[O:32])[C:29]([CH3:31])=[CH2:30])[CH:23]=[CH:24][CH:25]=2)=[CH:26][CH:27]=1)[C:2]1[CH:7]=[CH:6][CH:5]=[CH:4][CH:3]=1, predict the reactants needed to synthesize it. The reactants are: [O:1]([C:8]1[CH:27]=[CH:26][C:11]([O:12][C:13]2[CH:18]=[CH:17][N:16]=[CH:15][C:14]=2[C:19]2[CH:20]=[C:21]([CH:23]=[CH:24][CH:25]=2)[NH2:22])=[CH:10][CH:9]=1)[C:2]1[CH:7]=[CH:6][CH:5]=[CH:4][CH:3]=1.[C:28](O)(=[O:32])[C:29]([CH3:31])=[CH2:30]. (2) The reactants are: [Cl-].[NH2:2][C:3]1[N:11]=[C:10]2[C:6]([N:7]=[CH:8][NH:9]2)=[C:5]([N+]2C=CC(N(C)C)=CC=2)[N:4]=1.[CH2:21](I)[CH3:22].[C:24]([O-])([O-])=[O:25].[K+].[K+].[OH-].[K+]. Given the product [NH2:2][C:3]1[N:11]=[C:10]2[C:6]([N:7]=[CH:8][N:9]2[CH2:21][CH3:22])=[C:5]([O:25][CH3:24])[N:4]=1, predict the reactants needed to synthesize it. (3) Given the product [N:1]([CH2:4][C@H:5]([O:17][CH2:18][C:19]1[CH:24]=[CH:23][CH:22]=[CH:21][CH:20]=1)[C@H:6]([O:9][CH2:10][C:11]1[CH:12]=[CH:13][CH:14]=[CH:15][CH:16]=1)[CH:7]=[CH2:8])=[N+:2]=[N-:3], predict the reactants needed to synthesize it. The reactants are: [N:1]([CH2:4][C@H:5]([OH:17])[C@H:6]([O:9][CH2:10][C:11]1[CH:16]=[CH:15][CH:14]=[CH:13][CH:12]=1)[CH:7]=[CH2:8])=[N+:2]=[N-:3].[CH2:18](Br)[C:19]1[CH:24]=[CH:23][CH:22]=[CH:21][CH:20]=1.[H-].[Na+]. (4) Given the product [Cl:26][C:27]1[CH:28]=[CH:29][C:30]([OH:50])=[C:31]([C:33]2[CH2:38][CH2:37][CH2:36][CH2:35][C:34]=2[C:39]2[CH:40]=[C:41]([C:45]([O:47][CH2:48][CH3:49])=[O:46])[CH:42]=[N:43][CH:44]=2)[CH:32]=1, predict the reactants needed to synthesize it. The reactants are: ClC1C=CC(O)=C(C2CCCCC=2C2N=C(C(OCC)=O)C=CC=2)C=1.[Cl:26][C:27]1[CH:28]=[CH:29][C:30]([O:50]C)=[C:31]([C:33]2[CH2:38][CH2:37][CH2:36][CH2:35][C:34]=2[C:39]2[CH:40]=[C:41]([C:45]([O:47][CH2:48][CH3:49])=[O:46])[CH:42]=[N:43][CH:44]=2)[CH:32]=1. (5) Given the product [CH3:40][CH2:39][O:38][C:43]([CH3:42])=[O:13].[CH3:10][CH2:11][CH2:2][CH2:3][CH2:4][CH3:5], predict the reactants needed to synthesize it. The reactants are: Br[C:2]1[C:11]2C(=C([N+]([O-])=[O:13])C=C[CH:10]=2)[CH:5]=[C:4](OC)[C:3]=1OC.C(C1C=CC(B(O)O)=CC=1)(C)(C)C.C([O-])([O-])=O.[Na+].[Na+].[O:38]1[CH2:43][CH2:42]O[CH2:40][CH2:39]1. (6) Given the product [CH2:1]([O:8][C:9]1[CH:10]=[C:11]2[C:15](=[CH:16][CH:17]=1)[NH:14][CH:13]=[C:12]2[C:18]1[CH2:19][CH2:20][N:21]([CH2:35][CH2:34][CH2:33][CH2:32][CH2:31][CH2:30][CH2:29][N:28]2[C:24](=[O:42])[C:25]3=[CH:41][CH:40]=[CH:39][CH:38]=[C:26]3[C:27]2=[O:37])[CH2:22][CH:23]=1)[C:2]1[CH:7]=[CH:6][CH:5]=[CH:4][CH:3]=1, predict the reactants needed to synthesize it. The reactants are: [CH2:1]([O:8][C:9]1[CH:10]=[C:11]2[C:15](=[CH:16][CH:17]=1)[NH:14][CH:13]=[C:12]2[C:18]1[CH2:19][CH2:20][NH:21][CH2:22][CH:23]=1)[C:2]1[CH:7]=[CH:6][CH:5]=[CH:4][CH:3]=1.[C:24]1(=[O:42])[N:28]([CH2:29][CH2:30][CH2:31][CH2:32][CH2:33][CH2:34][CH2:35]Br)[C:27](=[O:37])[C:26]2=[CH:38][CH:39]=[CH:40][CH:41]=[C:25]12.C(N(CC)CC)C.[I-].[Na+].